Dataset: Full USPTO retrosynthesis dataset with 1.9M reactions from patents (1976-2016). Task: Predict the reactants needed to synthesize the given product. (1) Given the product [O:9]1[C:8]2[CH:12]=[CH:13][C:5]([CH2:4][C:1]3[N:2]=[C:16]([OH:17])[C:15]([CH3:14])=[C:21]([OH:22])[N:3]=3)=[CH:6][C:7]=2[O:11][CH2:10]1, predict the reactants needed to synthesize it. The reactants are: [C:1]([CH2:4][C:5]1[CH:13]=[CH:12][C:8]2[O:9][CH2:10][O:11][C:7]=2[CH:6]=1)(=[NH:3])[NH2:2].[CH3:14][CH:15]([C:21](OCC)=[O:22])[C:16](OCC)=[O:17].C[O-].[Na+]. (2) Given the product [CH2:14]([C:2]1[CH:9]=[C:8]([F:10])[C:5]([C:6]#[N:7])=[C:4]([F:11])[CH:3]=1)[CH:13]=[CH2:12], predict the reactants needed to synthesize it. The reactants are: Br[C:2]1[CH:9]=[C:8]([F:10])[C:5]([C:6]#[N:7])=[C:4]([F:11])[CH:3]=1.[CH2:12]([Sn](CCCC)(CCCC)CCCC)[CH:13]=[CH2:14].[Li+].[Cl-].